From a dataset of Reaction yield outcomes from USPTO patents with 853,638 reactions. Predict the reaction yield, written as a fraction of the theoretical maximum amount of product (1.0 means a 100% yield; for example, 0.34 means a 34% yield). The reactants are [N:1]1[CH:6]=[CH:5][CH:4]=[CH:3][C:2]=1[CH:7]=[O:8].[C:9]([O:13][CH3:14])(=[O:12])[CH:10]=[CH2:11]. The catalyst is N12CCN(CC1)CC2.C(Cl)(Cl)Cl. The product is [OH:8][CH:7]([C:2]1[CH:3]=[CH:4][CH:5]=[CH:6][N:1]=1)[C:10](=[CH2:11])[C:9]([O:13][CH3:14])=[O:12]. The yield is 0.600.